This data is from Peptide-MHC class I binding affinity with 185,985 pairs from IEDB/IMGT. The task is: Regression. Given a peptide amino acid sequence and an MHC pseudo amino acid sequence, predict their binding affinity value. This is MHC class I binding data. (1) The peptide sequence is LLPFMSDMSSK. The MHC is H-2-Kb with pseudo-sequence H-2-Kb. The binding affinity (normalized) is 0.0107. (2) The MHC is HLA-B27:03 with pseudo-sequence HLA-B27:03. The peptide sequence is DDALFIYGY. The binding affinity (normalized) is 0.0847. (3) The peptide sequence is STTGINQLGL. The MHC is Mamu-A01 with pseudo-sequence Mamu-A01. The binding affinity (normalized) is 0.529. (4) The peptide sequence is SVMSTFFWE. The MHC is HLA-A03:01 with pseudo-sequence HLA-A03:01. The binding affinity (normalized) is 0.0847. (5) The peptide sequence is CPRHVICTA. The MHC is HLA-B51:01 with pseudo-sequence HLA-B51:01. The binding affinity (normalized) is 0.251.